From a dataset of Forward reaction prediction with 1.9M reactions from USPTO patents (1976-2016). Predict the product of the given reaction. (1) Given the reactants [F:1][C:2]1[CH:10]=[CH:9][C:8]2[NH:7][C:6]3[C:11]([C:17]#[N:18])=[CH:12][N:13]=[C:14]([NH:15][CH3:16])[C:5]=3[C:4]=2[CH:3]=1.C([O-])([O-])=[O:20].[K+].[K+].OO, predict the reaction product. The product is: [F:1][C:2]1[CH:10]=[CH:9][C:8]2[NH:7][C:6]3[C:11]([C:17]([NH2:18])=[O:20])=[CH:12][N:13]=[C:14]([NH:15][CH3:16])[C:5]=3[C:4]=2[CH:3]=1. (2) Given the reactants [OH:1][C:2]1[CH:9]=[CH:8][C:5]([CH:6]=O)=[CH:4][CH:3]=1.[NH2:10][CH2:11][CH2:12][N:13]1[CH:17]=[C:16]([NH:18][C:19]([C:21]2[CH:22]=[N:23][N:24]3[CH:29]=[CH:28][CH:27]=[N:26][C:25]=23)=[O:20])[C:15]([C:30]2[CH:35]=[C:34]([Cl:36])[CH:33]=[CH:32][C:31]=2[O:37][CH:38]([F:40])[F:39])=[N:14]1.[BH3-]C#N.[Na+], predict the reaction product. The product is: [Cl:36][C:34]1[CH:33]=[CH:32][C:31]([O:37][CH:38]([F:40])[F:39])=[C:30]([C:15]2[C:16]([NH:18][C:19]([C:21]3[CH:22]=[N:23][N:24]4[CH:29]=[CH:28][CH:27]=[N:26][C:25]=34)=[O:20])=[CH:17][N:13]([CH2:12][CH2:11][NH:10][CH2:6][C:5]3[CH:8]=[CH:9][C:2]([OH:1])=[CH:3][CH:4]=3)[N:14]=2)[CH:35]=1. (3) Given the reactants [CH2:1]([C:3]1[S:28][C:6]2[N:7]([CH2:13][C:14]3[CH:19]=[CH:18][C:17]([C:20]4[C:21]([C:26]#[N:27])=[CH:22][CH:23]=[CH:24][CH:25]=4)=[CH:16][CH:15]=3)[C:8](=[O:12])[NH:9][C:10](=[O:11])[C:5]=2[CH:4]=1)[CH3:2].[C:29]([CH:33]1[CH2:35][O:34]1)([CH3:32])([CH3:31])[CH3:30].C(=O)([O-])[O-].[K+].[K+].CN(C)C=O, predict the reaction product. The product is: [CH2:1]([C:3]1[S:28][C:6]2[N:7]([CH2:13][C:14]3[CH:19]=[CH:18][C:17]([C:20]4[C:21]([C:26]#[N:27])=[CH:22][CH:23]=[CH:24][CH:25]=4)=[CH:16][CH:15]=3)[C:8](=[O:12])[N:9]([CH2:35][CH:33]([OH:34])[C:29]([CH3:32])([CH3:31])[CH3:30])[C:10](=[O:11])[C:5]=2[CH:4]=1)[CH3:2]. (4) The product is: [NH2:19][C:7]1[N:6]=[C:5]([NH:4][CH2:3][C:2]([NH:1][C:24](=[O:23])[O:26][C:27]([CH3:30])([CH3:29])[CH3:28])([CH3:21])[CH3:20])[CH:10]=[C:9]([C:11]2[CH:16]=[CH:15][CH:14]=[C:13]([CH3:17])[C:12]=2[CH3:18])[N:8]=1. Given the reactants [NH2:1][C:2]([CH3:21])([CH3:20])[CH2:3][NH:4][C:5]1[CH:10]=[C:9]([C:11]2[CH:16]=[CH:15][CH:14]=[C:13]([CH3:17])[C:12]=2[CH3:18])[N:8]=[C:7]([NH2:19])[N:6]=1.C(=O)(OC(C)(C)C)[O:23][C:24]([O:26][C:27]([CH3:30])([CH3:29])[CH3:28])=O.CCN(CC)CC, predict the reaction product. (5) Given the reactants [Cl:1][C:2]1[C:3]([C:28]#[N:29])=[CH:4][C:5](I)=[C:6]([NH:8][C:9]([NH:11][CH:12]2[CH2:17][CH2:16][N:15]([C@H:18]3[CH2:23][CH2:22][C@H:21]([O:24][CH2:25][CH3:26])[CH2:20][CH2:19]3)[CH2:14][CH2:13]2)=[O:10])[CH:7]=1.CC(C)([O-])C.[Na+], predict the reaction product. The product is: [Cl:1][C:2]1[C:3]([C:28]#[N:29])=[CH:4][C:5]2[N:11]([CH:12]3[CH2:17][CH2:16][N:15]([C@H:18]4[CH2:23][CH2:22][C@H:21]([O:24][CH2:25][CH3:26])[CH2:20][CH2:19]4)[CH2:14][CH2:13]3)[C:9](=[O:10])[NH:8][C:6]=2[CH:7]=1. (6) Given the reactants Br[C:2]1[CH:7]=[CH:6][CH:5]=[CH:4][C:3]=1[CH2:8][C:9]([OH:11])=[O:10].[Cl:12][C:13]1[CH:19]=[CH:18][CH:17]=[C:16]([Cl:20])[C:14]=1[NH2:15], predict the reaction product. The product is: [Cl:12][C:13]1[CH:19]=[CH:18][CH:17]=[C:16]([Cl:20])[C:14]=1[NH:15][C:2]1[CH:7]=[CH:6][CH:5]=[CH:4][C:3]=1[CH2:8][C:9]([OH:11])=[O:10].